From a dataset of TCR-epitope binding with 47,182 pairs between 192 epitopes and 23,139 TCRs. Binary Classification. Given a T-cell receptor sequence (or CDR3 region) and an epitope sequence, predict whether binding occurs between them. The epitope is KLSYGIATV. The TCR CDR3 sequence is CASSLELIGITDTQYF. Result: 1 (the TCR binds to the epitope).